From a dataset of Reaction yield outcomes from USPTO patents with 853,638 reactions. Predict the reaction yield, written as a fraction of the theoretical maximum amount of product (1.0 means a 100% yield; for example, 0.34 means a 34% yield). (1) The reactants are [CH3:1][O:2][C:3]1[CH:4]=[C:5]2[C:10](=[CH:11][C:12]=1[O:13][CH3:14])[N:9]=[CH:8][CH:7]=[C:6]2[O:15][C:16]1[CH:22]=[CH:21][C:19]([NH2:20])=[C:18]([C:23]([F:26])([F:25])[F:24])[CH:17]=1.C(N(CC)CC)C.ClC(Cl)(O[C:38](=[O:44])OC(Cl)(Cl)Cl)Cl.[CH3:46][C:47]1[S:51][C:50]([CH:52]([NH2:54])[CH3:53])=[N:49][CH:48]=1. The catalyst is C(Cl)(Cl)Cl. The product is [CH3:1][O:2][C:3]1[CH:4]=[C:5]2[C:10](=[CH:11][C:12]=1[O:13][CH3:14])[N:9]=[CH:8][CH:7]=[C:6]2[O:15][C:16]1[CH:22]=[CH:21][C:19]([NH:20][C:38]([NH:54][CH:52]([C:50]2[S:51][C:47]([CH3:46])=[CH:48][N:49]=2)[CH3:53])=[O:44])=[C:18]([C:23]([F:25])([F:26])[F:24])[CH:17]=1. The yield is 0.260. (2) The reactants are F[C:2]1[CH:3]=[C:4]([C:12]2[C:20]3[CH2:19][CH2:18][CH:17]([NH:21][S:22]([CH:25]4[CH2:27][CH2:26]4)(=[O:24])=[O:23])[C:16]=3[CH:15]=[N:14][CH:13]=2)[CH:5]=[CH:6][C:7]=1[C:8]([F:11])([F:10])[F:9].FC(F)(F)C1C=CC(C2C3CCC(N)C=3C=NC=2)=CC=1. No catalyst specified. The product is [F:11][C:8]([F:9])([F:10])[C:7]1[CH:6]=[CH:5][C:4]([C:12]2[C:20]3[CH2:19][CH2:18][CH:17]([NH:21][S:22]([CH:25]4[CH2:27][CH2:26]4)(=[O:23])=[O:24])[C:16]=3[CH:15]=[N:14][CH:13]=2)=[CH:3][CH:2]=1. The yield is 0.0400. (3) The reactants are [CH3:1][O:2][C:3]1[CH:43]=[CH:42][C:6]([CH2:7][N:8]([CH2:33][C:34]2[CH:39]=[CH:38][C:37]([O:40][CH3:41])=[CH:36][CH:35]=2)[C:9]2[N:14]=[C:13]([CH3:15])[N:12]=[C:11]([C:16]3[C:17]([NH:24][C:25]4[CH:26]=[N:27][C:28]([O:31][CH3:32])=[CH:29][CH:30]=4)=[N:18][CH:19]=[C:20]([CH:23]=3)[CH:21]=O)[N:10]=2)=[CH:5][CH:4]=1.[NH:44]1[CH2:48][CH2:47][C@@H:46]([CH2:49][OH:50])[CH2:45]1.CO.C(O[BH-](OC(=O)C)OC(=O)C)(=O)C.[Na+]. The catalyst is C(Cl)Cl. The product is [CH3:1][O:2][C:3]1[CH:43]=[CH:42][C:6]([CH2:7][N:8]([CH2:33][C:34]2[CH:39]=[CH:38][C:37]([O:40][CH3:41])=[CH:36][CH:35]=2)[C:9]2[N:14]=[C:13]([CH3:15])[N:12]=[C:11]([C:16]3[CH:23]=[C:20]([CH2:21][N:44]4[CH2:48][CH2:47][C@@H:46]([CH2:49][OH:50])[CH2:45]4)[CH:19]=[N:18][C:17]=3[NH:24][C:25]3[CH:26]=[N:27][C:28]([O:31][CH3:32])=[CH:29][CH:30]=3)[N:10]=2)=[CH:5][CH:4]=1. The yield is 0.529. (4) The reactants are [N:1]1[N:2]2[CH:10]=[CH:9][CH:8]=[C:3]2[C:4]([NH2:7])=[N:5][CH:6]=1.[Br:11]N1C(C)(C)C(=O)N(Br)C1=O.CO.C(Cl)Cl.[O-]S([O-])=O.[Na+].[Na+]. The catalyst is CN(C=O)C.C(OCC)(=O)C. The product is [Br:11][C:10]1[N:2]2[C:3]([C:4]([NH2:7])=[N:5][CH:6]=[N:1]2)=[CH:8][CH:9]=1. The yield is 0.900. (5) The reactants are [C:1]([O:6][C:7]12[CH2:16][CH:11]3[CH2:12][CH:13]([CH2:15][C:9]([OH:17])([CH2:10]3)[CH2:8]1)[CH2:14]2)(=[O:5])[C:2]([CH3:4])=[CH2:3].CC1(C)[O:24][C:23](=O)[CH:22]=[C:21]([CH3:26])[O:20]1.C. The catalyst is C1(C)C=CC=CC=1.COP(OC1C=CC(C#N)=CC=1)(OC)=S. The product is [C:1]([O:6][C:7]12[CH2:14][CH:13]3[CH2:12][CH:11]([CH2:10][C:9]([O:17][C:23](=[O:24])[CH2:22][C:21]([CH3:26])=[O:20])([CH2:15]3)[CH2:8]1)[CH2:16]2)(=[O:5])[C:2]([CH3:4])=[CH2:3]. The yield is 0.900. (6) The product is [Br:32][C:27]1[C:28]([O:30][CH3:31])=[CH:29][C:22]([O:21][CH3:20])=[C:23]([CH:24]([OH:25])[C:9]#[C:8][C:6]2[CH:7]=[CH:2][CH:3]=[CH:4][CH:5]=2)[CH:26]=1. The yield is 1.00. The reactants are F[C:2]1[CH:3]=[CH:4][C:5](OC)=[C:6]([CH:8](O)[C:9]#CC2C=CC=CC=2)[CH:7]=1.[CH3:20][O:21][C:22]1[CH:29]=[C:28]([O:30][CH3:31])[C:27]([Br:32])=[CH:26][C:23]=1[CH:24]=[O:25]. No catalyst specified. (7) The reactants are [F:1][C:2]([F:21])([F:20])[O:3][C:4]1[CH:9]=[CH:8][C:7]([C:10]2[CH:18]=[CH:17][CH:16]=[C:15]3[C:11]=2[CH2:12][C:13](=[O:19])[NH:14]3)=[CH:6][CH:5]=1.[CH2:22]([N:24]([CH2:39][CH3:40])[CH2:25][CH2:26][NH:27][C:28]([C:30]1[C:34]([CH3:35])=[C:33]([CH:36]=O)[NH:32][C:31]=1[CH3:38])=[O:29])[CH3:23]. The catalyst is C(O)C.N1CCCCC1. The product is [CH2:39]([N:24]([CH2:22][CH3:23])[CH2:25][CH2:26][NH:27][C:28]([C:30]1[C:34]([CH3:35])=[C:33]([CH:36]=[C:12]2[C:11]3[C:15](=[CH:16][CH:17]=[CH:18][C:10]=3[C:7]3[CH:6]=[CH:5][C:4]([O:3][C:2]([F:1])([F:20])[F:21])=[CH:9][CH:8]=3)[NH:14][C:13]2=[O:19])[NH:32][C:31]=1[CH3:38])=[O:29])[CH3:40]. The yield is 0.560. (8) The reactants are [N+:1]([C:4]1[CH:5]=[C:6]2[C:10](=[CH:11][CH:12]=1)[N:9]([CH:13]1[CH2:18][CH2:17][CH2:16][CH2:15][O:14]1)[N:8]=[C:7]2[CH:19]=O)([O-:3])=[O:2].[C:21]1([NH2:28])[CH:26]=[CH:25][CH:24]=[CH:23][C:22]=1[NH2:27].S(=O)(O)[O-].[Na+]. The catalyst is C1COCC1.Cl.C(OCC)(=O)C. The product is [NH:27]1[C:22]2[CH:23]=[CH:24][CH:25]=[CH:26][C:21]=2[N:28]=[C:19]1[C:7]1[C:6]2[C:10](=[CH:11][CH:12]=[C:4]([N+:1]([O-:3])=[O:2])[CH:5]=2)[N:9]([CH:13]2[CH2:18][CH2:17][CH2:16][CH2:15][O:14]2)[N:8]=1. The yield is 0.500.